The task is: Predict the product of the given reaction.. This data is from Forward reaction prediction with 1.9M reactions from USPTO patents (1976-2016). (1) Given the reactants [CH3:1][C:2]([CH2:7][CH2:8][CH3:9])([CH2:5][OH:6])[CH2:3][OH:4].[CH:10]([N:13]=[C:14]=[O:15])([CH3:12])[CH3:11].O, predict the reaction product. The product is: [CH:10]([NH:13][C:14](=[O:15])[O:4][CH2:3][C:2]([CH3:1])([CH2:5][OH:6])[CH2:7][CH2:8][CH3:9])([CH3:12])[CH3:11]. (2) The product is: [Cl:2][C:3]1[C:8]([F:9])=[CH:7][CH:6]=[CH:5][C:4]=1[CH:10]1[CH2:15][CH2:14][N:13]([C:32]([C:31]2[C:25]3[CH2:24][N:23]([C:21]([O:20][C:16]([CH3:19])([CH3:18])[CH3:17])=[O:22])[CH2:28][CH2:27][C:26]=3[NH:29][N:30]=2)=[O:33])[CH2:12][CH2:11]1. Given the reactants Cl.[Cl:2][C:3]1[C:8]([F:9])=[CH:7][CH:6]=[CH:5][C:4]=1[CH:10]1[CH2:15][CH2:14][NH:13][CH2:12][CH2:11]1.[C:16]([O:20][C:21]([N:23]1[CH2:28][CH2:27][C:26]2[NH:29][N:30]=[C:31]([C:32](O)=[O:33])[C:25]=2[CH2:24]1)=[O:22])([CH3:19])([CH3:18])[CH3:17].C(N(C(C)C)CC)(C)C.CCN=C=NCCCN(C)C.C1C=CC2N(O)N=NC=2C=1, predict the reaction product.